This data is from Reaction yield outcomes from USPTO patents with 853,638 reactions. The task is: Predict the reaction yield, written as a fraction of the theoretical maximum amount of product (1.0 means a 100% yield; for example, 0.34 means a 34% yield). (1) The reactants are [Cl:1][C:2]1[C:3]([O:9][C:10]2[CH:15]=[C:14]([O:16][CH2:17][CH2:18][O:19][CH3:20])[CH:13]=[CH:12][C:11]=2/[CH:21]=[CH:22]/[C:23]([O:25]CC)=[O:24])=[N:4][CH:5]=[C:6]([Cl:8])[CH:7]=1.[OH-].[Na+]. The catalyst is O1CCCC1.C(O)C. The product is [Cl:1][C:2]1[C:3]([O:9][C:10]2[CH:15]=[C:14]([O:16][CH2:17][CH2:18][O:19][CH3:20])[CH:13]=[CH:12][C:11]=2/[CH:21]=[CH:22]/[C:23]([OH:25])=[O:24])=[N:4][CH:5]=[C:6]([Cl:8])[CH:7]=1. The yield is 0.920. (2) The reactants are [CH3:1][NH:2][C:3]([C:5]1[S:6][CH:7]=[CH:8][C:9]=1[NH:10][C:11]1[C:16]([Cl:17])=[CH:15][N:14]=[C:13]([NH:18][C:19]2[CH:20]=[CH:21][C:22]3[CH2:28][N:27](C(=O)C)[CH2:26][C:25](=[O:32])[N:24]([CH2:33][CH3:34])[C:23]=3[CH:35]=2)[N:12]=1)=[O:4].C(Cl)Cl.CO. The product is [CH3:1][NH:2][C:3]([C:5]1[S:6][CH:7]=[CH:8][C:9]=1[NH:10][C:11]1[C:16]([Cl:17])=[CH:15][N:14]=[C:13]([NH:18][C:19]2[CH:20]=[CH:21][C:22]3[CH2:28][NH:27][CH2:26][C:25](=[O:32])[N:24]([CH2:33][CH3:34])[C:23]=3[CH:35]=2)[N:12]=1)=[O:4]. The catalyst is CN.O.CN.C1COCC1. The yield is 0.290.